The task is: Predict the reactants needed to synthesize the given product.. This data is from Full USPTO retrosynthesis dataset with 1.9M reactions from patents (1976-2016). (1) The reactants are: Br[C:2]1[N:7]=[CH:6][CH:5]=[CH:4][N:3]=1.[NH2:8][C:9]1[N:10]=[CH:11][C:12]([C:15]2[C:16]([F:25])=[C:17]([OH:24])[C:18]([CH:21]3[CH2:23][CH2:22]3)=[CH:19][CH:20]=2)=[N:13][CH:14]=1. Given the product [CH:21]1([C:18]2[CH:19]=[CH:20][C:15]([C:12]3[N:13]=[CH:14][C:9]([NH2:8])=[N:10][CH:11]=3)=[C:16]([F:25])[C:17]=2[O:24][C:2]2[N:7]=[CH:6][CH:5]=[CH:4][N:3]=2)[CH2:23][CH2:22]1, predict the reactants needed to synthesize it. (2) Given the product [C:1]([O:5][C:6]([N:8]1[CH2:12][CH2:11][CH2:10][CH:9]1[C:14]1[NH:15][C:16]([C:19]2[CH:24]=[CH:23][C:22]([C:82]3[CH:81]=[CH:80][C:79]4[C:84](=[CH:85][CH:86]=[C:77]([C:74]5[NH:73][C:72]([CH:67]6[CH2:68][C:69](=[CH2:71])[CH2:70][N:66]6[C:64](=[O:65])[CH:60]([NH:59][C:58]([O:57][CH3:56])=[O:88])[CH:61]([CH3:63])[CH3:62])=[N:76][CH:75]=5)[CH:78]=4)[CH:83]=3)=[CH:21][CH:20]=2)=[CH:17][N:18]=1)=[O:7])([CH3:4])([CH3:2])[CH3:3], predict the reactants needed to synthesize it. The reactants are: [C:1]([O:5][C:6]([N:8]1[CH2:12][C:11](=C)[CH2:10][CH:9]1[C:14]1[NH:15][C:16]([C:19]2[CH:24]=[CH:23][C:22](C3C=CC4C(=CC=C(C5NC(C6CCCN6C(=O)C(NC(OC)=O)C(C)C)=NC=5)C=4)C=3)=[CH:21][CH:20]=2)=[CH:17][N:18]=1)=[O:7])([CH3:4])([CH3:3])[CH3:2].[CH3:56][O:57][C:58](=[O:88])[NH:59][CH:60]([C:64]([N:66]1[CH2:70][C:69](=[CH2:71])[CH2:68][CH:67]1[C:72]1[NH:73][C:74]([C:77]2[CH:86]=[CH:85][C:84]3[C:79](=[CH:80][CH:81]=[C:82](Br)[CH:83]=3)[CH:78]=2)=[CH:75][N:76]=1)=[O:65])[CH:61]([CH3:63])[CH3:62].C(OC(N1CCCC1C1NC(C2C=CC(B3OC(C)(C)C(C)(C)O3)=CC=2)=CN=1)=O)(C)(C)C. (3) Given the product [CH2:1]([O:3][C:4]1[C:5]([F:13])=[C:6]([OH:16])[CH:7]=[CH:8][CH:9]=1)[CH3:2], predict the reactants needed to synthesize it. The reactants are: [CH2:1]([O:3][C:4]1[C:5]([F:13])=[C:6](B(O)O)[CH:7]=[CH:8][CH:9]=1)[CH3:2].C(O)(=[O:16])C.OO. (4) Given the product [N:8]1[CH:9]=[CH:10][CH:11]=[CH:12][C:7]=1[C:4]1[CH:3]=[C:2]([C:13]([F:16])([F:14])[F:15])[NH:6][N:5]=1, predict the reactants needed to synthesize it. The reactants are: O[C:2]1([C:13]([F:16])([F:15])[F:14])[NH:6][N:5]=[C:4]([C:7]2[CH:12]=[CH:11][CH:10]=[CH:9][N:8]=2)[CH2:3]1.S(=O)(=O)(O)O. (5) Given the product [CH3:18][CH:17]1[C:19]2[C:24](=[CH:23][CH:22]=[C:21]([O:25][CH3:26])[CH:20]=2)[CH:13]([C:5]2[CH:6]=[C:7]([O:11][CH3:12])[C:8]([O:9][CH3:10])=[C:3]([O:2][CH3:1])[CH:4]=2)[C:14](=[O:15])[N:16]1[CH3:27], predict the reactants needed to synthesize it. The reactants are: [CH3:1][O:2][C:3]1[CH:4]=[C:5]([CH:13](OC(=O)C)[C:14]([N:16]([CH3:27])[CH:17]([C:19]2[CH:24]=[CH:23][CH:22]=[C:21]([O:25][CH3:26])[CH:20]=2)[CH3:18])=[O:15])[CH:6]=[C:7]([O:11][CH3:12])[C:8]=1[O:9][CH3:10].FC(F)(F)C(O)=O. (6) Given the product [C:23]([O:22][C:20]([NH:9][CH2:8][CH2:7][C:6]1[CH:10]=[CH:11][CH:12]=[C:4]([N+:1]([O-:3])=[O:2])[CH:5]=1)=[O:21])([CH3:26])([CH3:25])[CH3:24], predict the reactants needed to synthesize it. The reactants are: [N+:1]([C:4]1[CH:5]=[C:6]([CH:10]=[CH:11][CH:12]=1)[CH2:7][CH2:8][NH2:9])([O-:3])=[O:2].C(N(CC)CC)C.[C:20](O[C:20]([O:22][C:23]([CH3:26])([CH3:25])[CH3:24])=[O:21])([O:22][C:23]([CH3:26])([CH3:25])[CH3:24])=[O:21]. (7) Given the product [C:1]([O:5][C:6]([N:8]1[CH2:13][CH2:12][C:11]([CH2:41][C:38]2[CH:37]=[CH:36][C:35]([C:34]([O:33][CH3:32])=[O:43])=[CH:40][CH:39]=2)([C:14]([O:16][CH2:17][C:18]2[CH:23]=[CH:22][CH:21]=[CH:20][CH:19]=2)=[O:15])[CH2:10][CH2:9]1)=[O:7])([CH3:4])([CH3:2])[CH3:3], predict the reactants needed to synthesize it. The reactants are: [C:1]([O:5][C:6]([N:8]1[CH2:13][CH2:12][CH:11]([C:14]([O:16][CH2:17][C:18]2[CH:23]=[CH:22][CH:21]=[CH:20][CH:19]=2)=[O:15])[CH2:10][CH2:9]1)=[O:7])([CH3:4])([CH3:3])[CH3:2].C([N-]C(C)C)(C)C.[Li+].[CH3:32][O:33][C:34](=[O:43])[C:35]1[CH:40]=[CH:39][C:38]([CH2:41]Br)=[CH:37][CH:36]=1.C(OCC)(=O)C.